This data is from Full USPTO retrosynthesis dataset with 1.9M reactions from patents (1976-2016). The task is: Predict the reactants needed to synthesize the given product. (1) Given the product [Br:1][C:2]1[C:7]([CH3:8])=[N:6][C:5]([Cl:24])=[CH:4][C:3]=1[C:10]1[CH:15]=[CH:14][C:13]([Cl:16])=[CH:12][CH:11]=1, predict the reactants needed to synthesize it. The reactants are: [Br:1][C:2]1[C:3]([C:10]2[CH:15]=[CH:14][C:13]([Cl:16])=[CH:12][CH:11]=2)=[CH:4][C:5](=O)[NH:6][C:7]=1[CH3:8].CN(C=O)C.P(Cl)(Cl)([Cl:24])=O. (2) Given the product [C:27]([NH:31][S:32]([C:35]1[CH:40]=[CH:39][C:38]([C:2]2[N:3]=[CH:4][N:5]([C:7]3[N:12]=[C:11]([C:13]([F:16])([F:15])[F:14])[CH:10]=[C:9]([C:17]4[CH:22]=[CH:21][C:20]([C:23]([F:24])([F:25])[F:26])=[CH:19][CH:18]=4)[N:8]=3)[CH:6]=2)=[CH:37][CH:36]=1)(=[O:34])=[O:33])([CH3:30])([CH3:28])[CH3:29], predict the reactants needed to synthesize it. The reactants are: I[C:2]1[N:3]=[CH:4][N:5]([C:7]2[N:12]=[C:11]([C:13]([F:16])([F:15])[F:14])[CH:10]=[C:9]([C:17]3[CH:22]=[CH:21][C:20]([C:23]([F:26])([F:25])[F:24])=[CH:19][CH:18]=3)[N:8]=2)[CH:6]=1.[C:27]([NH:31][S:32]([C:35]1[CH:40]=[CH:39][C:38](B(O)O)=[CH:37][CH:36]=1)(=[O:34])=[O:33])([CH3:30])([CH3:29])[CH3:28]. (3) Given the product [Cl:16][C:17]1[CH:18]=[CH:19][C:20]([C@@H:23]2[CH2:25][C@H:24]2[C:26]([N:7]2[CH2:6][C@H:5]([CH2:4][CH:1]3[CH2:2][CH2:3]3)[NH:10][C:9](=[O:11])[C@@H:8]2[CH2:12][CH:13]([CH3:15])[CH3:14])=[O:27])=[CH:21][CH:22]=1, predict the reactants needed to synthesize it. The reactants are: [CH:1]1([CH2:4][C@@H:5]2[NH:10][C:9](=[O:11])[C@H:8]([CH2:12][CH:13]([CH3:15])[CH3:14])[NH:7][CH2:6]2)[CH2:3][CH2:2]1.[Cl:16][C:17]1[CH:22]=[CH:21][C:20]([C@@H:23]2[CH2:25][C@H:24]2[C:26](O)=[O:27])=[CH:19][CH:18]=1.C([C@@H]1N(C(=O)/C=C/C2C=CC=CC=2)C[C@H](CC(C)C)NC1=O)C(C)C. (4) Given the product [Cl:13][C:10]1[C:9]2[C:4](=[CH:5][C:6]([F:15])=[CH:7][C:8]=2[F:14])[N:3]=[C:2]([CH2:22][C:21]2[CH:24]=[CH:25][CH:26]=[C:19]([C:18]([F:17])([F:27])[F:28])[CH:20]=2)[C:11]=1[CH3:12], predict the reactants needed to synthesize it. The reactants are: Cl[C:2]1[C:11]([CH3:12])=[C:10]([Cl:13])[C:9]2[C:4](=[CH:5][C:6]([F:15])=[CH:7][C:8]=2[F:14])[N:3]=1.[Cl-].[F:17][C:18]([F:28])([F:27])[C:19]1[CH:20]=[C:21]([CH:24]=[CH:25][CH:26]=1)[CH2:22][Zn+].